This data is from Catalyst prediction with 721,799 reactions and 888 catalyst types from USPTO. The task is: Predict which catalyst facilitates the given reaction. (1) Reactant: [Cl:1][C:2]1[CH:3]=[C:4]([NH:18][S:19]([C:22]2[CH:27]=[CH:26][C:25]([Cl:28])=[CH:24][CH:23]=2)(=[O:21])=[O:20])[C:5]([O:8][C:9]2[CH:17]=[CH:16][CH:15]=[CH:14][C:10]=2[C:11](O)=[O:12])=[N:6][CH:7]=1.[CH:29]([N:32](C(C)C)CC)(C)C.CCCCNC(N(CCCC)CCCC)=S.CN. Product: [Cl:1][C:2]1[CH:3]=[C:4]([NH:18][S:19]([C:22]2[CH:27]=[CH:26][C:25]([Cl:28])=[CH:24][CH:23]=2)(=[O:20])=[O:21])[C:5]([O:8][C:9]2[CH:17]=[CH:16][CH:15]=[CH:14][C:10]=2[C:11]([NH:32][CH3:29])=[O:12])=[N:6][CH:7]=1. The catalyst class is: 168. (2) Reactant: N#N.[NH:3]1[C:7]2[CH:8]=[CH:9][CH:10]=[CH:11][C:6]=2[N:5]=[C:4]1[CH:12]([NH:23]C(=O)OC(C)(C)C)[CH2:13][C:14]1[CH:19]=[CH:18][C:17]([CH:20]([F:22])[F:21])=[CH:16][CH:15]=1.Cl. Product: [NH:3]1[C:7]2[CH:8]=[CH:9][CH:10]=[CH:11][C:6]=2[N:5]=[C:4]1[CH:12]([NH2:23])[CH2:13][C:14]1[CH:19]=[CH:18][C:17]([CH:20]([F:22])[F:21])=[CH:16][CH:15]=1. The catalyst class is: 135. (3) Reactant: [H-].[Na+].[CH3:3][O:4][C:5](=[O:21])[C:6]1[CH:11]=[CH:10][CH:9]=[CH:8][C:7]=1[CH2:12]P(OCC)(OCC)=O.C1OCCOCCOCCOCCOC1.[CH3:37][N:38]1[CH2:43][CH2:42][C:41](=O)[CH2:40][CH2:39]1. Product: [CH3:3][O:4][C:5](=[O:21])[C:6]1[CH:11]=[CH:10][CH:9]=[CH:8][C:7]=1[CH:12]=[C:41]1[CH2:42][CH2:43][N:38]([CH3:37])[CH2:39][CH2:40]1. The catalyst class is: 1.